From a dataset of Full USPTO retrosynthesis dataset with 1.9M reactions from patents (1976-2016). Predict the reactants needed to synthesize the given product. (1) Given the product [CH3:8][S:9]([C:12]1[CH:13]=[CH:14][C:15]([O:16][C:17]2[N:22]=[CH:21][N:20]=[C:19]3[N:23]([CH:26]4[CH2:27][CH2:28][N:29]([CH2:40][C:39]5[CH:38]=[CH:37][C:36]([C:35]([F:34])([F:44])[F:45])=[CH:43][CH:42]=5)[CH2:30][CH2:31]4)[N:24]=[CH:25][C:18]=23)=[CH:32][CH:33]=1)(=[O:11])=[O:10], predict the reactants needed to synthesize it. The reactants are: FC(F)(F)C(O)=O.[CH3:8][S:9]([C:12]1[CH:33]=[CH:32][C:15]([O:16][C:17]2[N:22]=[CH:21][N:20]=[C:19]3[N:23]([CH:26]4[CH2:31][CH2:30][NH:29][CH2:28][CH2:27]4)[N:24]=[CH:25][C:18]=23)=[CH:14][CH:13]=1)(=[O:11])=[O:10].[F:34][C:35]([F:45])([F:44])[C:36]1[CH:43]=[CH:42][C:39]([CH:40]=O)=[CH:38][CH:37]=1.C(N(CC)CC)C.C(O[BH-](OC(=O)C)OC(=O)C)(=O)C.[Na+]. (2) Given the product [CH:15]1([C:12]2[C:13]3[C:8](=[C:7]([O:18][CH3:19])[CH:6]=[C:5]([C:3]([OH:4])=[O:2])[CH:14]=3)[CH:9]=[CH:10][N:11]=2)[CH2:16][CH2:17]1, predict the reactants needed to synthesize it. The reactants are: C[O:2][C:3]([C:5]1[CH:14]=[C:13]2[C:8]([CH:9]=[CH:10][N:11]=[C:12]2[CH:15]2[CH2:17][CH2:16]2)=[C:7]([O:18][CH3:19])[CH:6]=1)=[O:4].[OH-].[Na+]. (3) Given the product [Na+:40].[OH:1][C@@H:2]([C@H:4]1[C:10](=[O:11])[N:9]2[C@@H:5]1[CH2:6][C:7]([C:25]1[CH:26]=[CH:27][C:28]([C:31]([NH:33][CH3:34])=[O:32])=[CH:29][CH:30]=1)=[C:8]2[C:12]([O-:14])=[O:13])[CH3:3], predict the reactants needed to synthesize it. The reactants are: [OH:1][C@@H:2]([C@H:4]1[C:10](=[O:11])[N:9]2[C@@H:5]1[CH2:6][C:7]([C:25]1[CH:30]=[CH:29][C:28]([C:31]([NH:33][CH3:34])=[O:32])=[CH:27][CH:26]=1)=[C:8]2[C:12]([O:14]CC1C=CC([N+]([O-])=O)=CC=1)=[O:13])[CH3:3].O.C(=O)([O-])O.[Na+:40].